From a dataset of Forward reaction prediction with 1.9M reactions from USPTO patents (1976-2016). Predict the product of the given reaction. (1) Given the reactants [I:1]I.[NH2:3][C:4]1[CH:11]=[CH:10][C:7]([C:8]#[N:9])=[C:6]([S:12][CH3:13])[N:5]=1, predict the reaction product. The product is: [NH2:3][C:4]1[C:11]([I:1])=[CH:10][C:7]([C:8]#[N:9])=[C:6]([S:12][CH3:13])[N:5]=1. (2) Given the reactants [F:1][C:2]([F:12])([F:11])[C:3]1[CH:10]=[CH:9][C:6]([CH:7]=[O:8])=[CH:5][CH:4]=1.CO.C1(C)C=CC(S([CH2:24][N+:25]#[C-:26])(=O)=O)=CC=1.C(=O)([O-])[O-].[K+].[K+], predict the reaction product. The product is: [F:1][C:2]([F:11])([F:12])[C:3]1[CH:10]=[CH:9][C:6]([C:7]2[O:8][CH:26]=[N:25][CH:24]=2)=[CH:5][CH:4]=1. (3) The product is: [F:13][C:14]1[CH:19]=[CH:18][C:17]([C:2]2[C:3](=[O:12])[CH2:4][CH2:5][C:6]=2[O:7][CH2:8][CH:9]([CH3:11])[CH3:10])=[CH:16][CH:15]=1. Given the reactants Br[C:2]1[C:3](=[O:12])[CH2:4][CH2:5][C:6]=1[O:7][CH2:8][CH:9]([CH3:11])[CH3:10].[F:13][C:14]1[CH:19]=[CH:18][C:17](B(O)O)=[CH:16][CH:15]=1.COC1C=CC=C(OC)C=1C1C=CC=CC=1P(C1CCCCC1)C1CCCCC1.[O-]P([O-])([O-])=O.[K+].[K+].[K+], predict the reaction product. (4) Given the reactants [CH3:1][O:2][C:3]1[CH:4]=[C:5]2[C:10](=[C:11]([O:13][CH3:14])[CH:12]=1)[N:9]=[CH:8][CH:7]=[C:6]2[O:15][C:16]1[CH:21]=[CH:20][C:19]([NH2:22])=[CH:18][CH:17]=1.[CH2:23]([N:25]1[CH:30]=[C:29]([C:31](O)=[O:32])[C:28](=[O:34])[N:27]([C:35]2[CH:40]=[CH:39][C:38]([F:41])=[CH:37][CH:36]=2)[C:26]1=[O:42])[CH3:24], predict the reaction product. The product is: [CH3:1][O:2][C:3]1[CH:4]=[C:5]2[C:10](=[C:11]([O:13][CH3:14])[CH:12]=1)[N:9]=[CH:8][CH:7]=[C:6]2[O:15][C:16]1[CH:17]=[CH:18][C:19]([NH:22][C:31]([C:29]2[C:28](=[O:34])[N:27]([C:35]3[CH:40]=[CH:39][C:38]([F:41])=[CH:37][CH:36]=3)[C:26](=[O:42])[N:25]([CH2:23][CH3:24])[CH:30]=2)=[O:32])=[CH:20][CH:21]=1. (5) Given the reactants C[N:2]([CH:4]=[C:5]([C:11](=O)[CH3:12])[C:6]([O:8][CH2:9][CH3:10])=[O:7])C.Cl.[Cl:15][C:16]1[C:17]([F:24])=[C:18]([NH:22]N)[CH:19]=[CH:20][CH:21]=1, predict the reaction product. The product is: [Cl:15][C:16]1[C:17]([F:24])=[C:18]([N:22]2[C:11]([CH3:12])=[C:5]([C:6]([O:8][CH2:9][CH3:10])=[O:7])[CH:4]=[N:2]2)[CH:19]=[CH:20][CH:21]=1. (6) Given the reactants [F:1][C:2]1[CH:3]=[C:4]([CH:20]=[CH:21][C:22]=1[NH:23][C:24]([NH:26][C:27]1[CH:32]=[C:31]([CH3:33])[CH:30]=[CH:29][C:28]=1[F:34])=[O:25])[O:5][C:6]1[CH:11]=[CH:10][N:9]=[C:8]([C:12]2[NH:16][CH:15]=[C:14]([C:17]([OH:19])=[O:18])[CH:13]=2)[CH:7]=1.Cl.CN(C)CCCN=C=NCC.O[CH2:48][CH2:49][CH2:50][N:51]1[CH2:56][CH2:55][O:54][CH2:53][CH2:52]1, predict the reaction product. The product is: [F:1][C:2]1[CH:3]=[C:4]([CH:20]=[CH:21][C:22]=1[NH:23][C:24]([NH:26][C:27]1[CH:32]=[C:31]([CH3:33])[CH:30]=[CH:29][C:28]=1[F:34])=[O:25])[O:5][C:6]1[CH:11]=[CH:10][N:9]=[C:8]([C:12]2[NH:16][CH:15]=[C:14]([C:17]([O:19][CH2:48][CH2:49][CH2:50][N:51]3[CH2:56][CH2:55][O:54][CH2:53][CH2:52]3)=[O:18])[CH:13]=2)[CH:7]=1.